Dataset: Catalyst prediction with 721,799 reactions and 888 catalyst types from USPTO. Task: Predict which catalyst facilitates the given reaction. (1) The catalyst class is: 11. Product: [CH2:23]([N:14]1[C:11]2[CH2:12][CH2:13][NH:8][CH2:9][C:10]=2[C:16]([C:17]2[S:18][C:19]([CH3:22])=[CH:20][CH:21]=2)=[CH:15]1)[C:24]1[CH:25]=[CH:26][CH:27]=[CH:28][CH:29]=1. Reactant: C(OC([N:8]1[CH2:13][CH2:12][C:11]2[N:14]([CH2:23][C:24]3[CH:29]=[CH:28][CH:27]=[CH:26][CH:25]=3)[CH:15]=[C:16]([C:17]3[S:18][C:19]([CH3:22])=[CH:20][CH:21]=3)[C:10]=2[CH2:9]1)=O)(C)(C)C.C(OC(N1CCC(=O)CC1)=O)(C)(C)C.C(N)C1C=CC=CC=1.CC1SC(C=C[N+]([O-])=O)=CC=1. (2) Reactant: [CH2:1]([O:8][C:9]1[CH:14]=[C:13]([O:15][CH2:16][C:17]2[CH:22]=[CH:21][CH:20]=[CH:19][CH:18]=2)[C:12]([CH:23]([CH3:25])[CH3:24])=[CH:11][C:10]=1[C:26]1[O:30][N:29]=[C:28]([C:31](=[O:35])[NH:32][CH2:33][CH3:34])[C:27]=1[CH:36]1[O:40][N:39]=[C:38]([C:41](OCC)=[O:42])[CH2:37]1)[C:2]1[CH:7]=[CH:6][CH:5]=[CH:4][CH:3]=1.[BH4-].[Li+].O.[Cl-]. Product: [CH2:1]([O:8][C:9]1[CH:14]=[C:13]([O:15][CH2:16][C:17]2[CH:22]=[CH:21][CH:20]=[CH:19][CH:18]=2)[C:12]([CH:23]([CH3:24])[CH3:25])=[CH:11][C:10]=1[C:26]1[O:30][N:29]=[C:28]([C:31]([NH:32][CH2:33][CH3:34])=[O:35])[C:27]=1[CH:36]1[O:40][N:39]=[C:38]([CH2:41][OH:42])[CH2:37]1)[C:2]1[CH:7]=[CH:6][CH:5]=[CH:4][CH:3]=1. The catalyst class is: 1. (3) Reactant: [CH2:1]([O:8][C:9](=[O:15])[NH:10][CH2:11][CH2:12][CH:13]=[CH2:14])[C:2]1[CH:7]=[CH:6][CH:5]=[CH:4][CH:3]=1.C1C=C(Cl)C=C(C(OO)=[O:24])C=1. Product: [CH2:1]([O:8][C:9](=[O:15])[NH:10][CH2:11][CH2:12][CH:13]1[CH2:14][O:24]1)[C:2]1[CH:7]=[CH:6][CH:5]=[CH:4][CH:3]=1. The catalyst class is: 22.